Dataset: Forward reaction prediction with 1.9M reactions from USPTO patents (1976-2016). Task: Predict the product of the given reaction. (1) Given the reactants [H-].[Na+].[CH3:3][S:4]([C:7]1[CH:8]=[C:9]2[C:13](=[CH:14][CH:15]=1)[NH:12][CH:11]=[C:10]2[CH3:16])(=[O:6])=[O:5].C[N:18](C=O)C, predict the reaction product. The product is: [CH3:3][S:4]([C:7]1[CH:8]=[C:9]2[C:13](=[CH:14][CH:15]=1)[N:12]([NH2:18])[CH:11]=[C:10]2[CH3:16])(=[O:6])=[O:5]. (2) Given the reactants [NH2:1][C:2]1[CH2:6][CH2:5][CH:4]([CH2:7][CH3:8])[C:3]=1[C:9]([O:11]C)=O.C([O-])=O.[NH4+].[CH:17]([NH2:19])=O, predict the reaction product. The product is: [CH2:7]([CH:4]1[C:3]2[C:9]([OH:11])=[N:19][CH:17]=[N:1][C:2]=2[CH2:6][CH2:5]1)[CH3:8]. (3) Given the reactants [CH2:1]([N:8]([CH3:17])[C@@H:9]([CH:12]1[CH2:16][CH2:15][CH2:14][CH2:13]1)C=O)[C:2]1[CH:7]=[CH:6][CH:5]=[CH:4][CH:3]=1.OS(O)(=O)=O.[CH3:23][O:24][CH:25](OC)[O:26][CH3:27], predict the reaction product. The product is: [CH2:1]([N:8]([CH3:17])[C@@H:9]([CH:12]1[CH2:16][CH2:15][CH2:14][CH2:13]1)[CH:25]([O:26][CH3:27])[O:24][CH3:23])[C:2]1[CH:7]=[CH:6][CH:5]=[CH:4][CH:3]=1. (4) The product is: [C:1]([S:11][CH2:12][CH2:13][CH2:14][SiH2:15][CH:16]([O:19][CH3:20])[O:17][CH3:18])(=[O:9])[CH2:2][CH2:3][CH2:4][CH2:5][CH2:6][CH2:7][CH3:8]. Given the reactants [C:1](Cl)(=[O:9])[CH2:2][CH2:3][CH2:4][CH2:5][CH2:6][CH2:7][CH3:8].[SH:11][CH2:12][CH2:13][CH2:14][SiH2:15][CH:16]([O:19][CH3:20])[O:17][CH3:18].C(N(CC)CC)C, predict the reaction product. (5) Given the reactants O[CH2:2][C:3]1[CH:8]=[C:7]([O:9][CH2:10][CH2:11][CH2:12][CH2:13][CH3:14])[C:6]([OH:15])=[C:5]([O:16][CH2:17][CH2:18][CH2:19][CH2:20][CH3:21])[CH:4]=1.[F:22][C:23]1[CH:28]=[CH:27][C:26]([C:29](=[O:37])[CH2:30][N:31]2[CH2:36][CH2:35][NH:34][CH2:33][CH2:32]2)=[CH:25][CH:24]=1.C1C=CC(P(C2C=CC=CC=2)C2C=CC=CC=2)=CC=1.N(C(OCC)=O)=NC(OCC)=O, predict the reaction product. The product is: [F:22][C:23]1[CH:28]=[CH:27][C:26]([C:29](=[O:37])[CH2:30][N:31]2[CH2:32][CH2:33][N:34]([CH2:2][C:3]3[CH:8]=[C:7]([O:9][CH2:10][CH2:11][CH2:12][CH2:13][CH3:14])[C:6]([OH:15])=[C:5]([O:16][CH2:17][CH2:18][CH2:19][CH2:20][CH3:21])[CH:4]=3)[CH2:35][CH2:36]2)=[CH:25][CH:24]=1. (6) Given the reactants [NH2:1][C:2]1[C:11]([C:12]2[S:13][C:14]3[CH:20]=[CH:19][C:18]([NH2:21])=[CH:17][C:15]=3[CH:16]=2)=[CH:10][C:5]([C:6]([O:8][CH3:9])=[O:7])=[CH:4][N:3]=1.[CH3:22][C:23]1[CH:27]=[CH:26][O:25][C:24]=1[C:28](O)=[O:29].CCN=C=NCCCN(C)C.Cl, predict the reaction product. The product is: [NH2:1][C:2]1[C:11]([C:12]2[S:13][C:14]3[CH:20]=[CH:19][C:18]([NH:21][C:28]([C:24]4[O:25][CH:26]=[CH:27][C:23]=4[CH3:22])=[O:29])=[CH:17][C:15]=3[CH:16]=2)=[CH:10][C:5]([C:6]([O:8][CH3:9])=[O:7])=[CH:4][N:3]=1.